From a dataset of Full USPTO retrosynthesis dataset with 1.9M reactions from patents (1976-2016). Predict the reactants needed to synthesize the given product. (1) Given the product [C:1]1([CH3:7])[CH:6]=[CH:5][CH:4]=[CH:3][CH:2]=1.[CH2:9]([C:8]([CH3:1])=[O:27])[CH:10]([CH3:11])[CH3:22], predict the reactants needed to synthesize it. The reactants are: [C:1]1([CH3:7])[CH:6]=[CH:5][CH:4]=[CH:3][CH:2]=1.[C:8]([O:27]CCCCCCCC)(=O)[C:9]1[C:10](=[CH:22]C=CC=1)[C:11](OCCCCCCCC)=O. (2) Given the product [Br:1][C:2]1[CH:3]=[CH:4][C:5]([CH2:13][Br:14])=[C:6]([CH:12]=1)[C:7]([O:9][CH2:10][CH3:11])=[O:8], predict the reactants needed to synthesize it. The reactants are: [Br:1][C:2]1[CH:3]=[CH:4][C:5]([CH3:13])=[C:6]([CH:12]=1)[C:7]([O:9][CH2:10][CH3:11])=[O:8].[Br:14]N1C(=O)CCC1=O.C(OOC(=O)C1C=CC=CC=1)(=O)C1C=CC=CC=1. (3) Given the product [CH2:45]([N:47]([CH2:20][C:17]1[N:16]([CH2:22][C:23]2[CH:28]=[CH:27][C:26]([C:29]3[CH:34]=[CH:33][C:32]([C:35]([F:38])([F:36])[F:37])=[CH:31][CH:30]=3)=[CH:25][CH:24]=2)[C:15]([CH2:14][N:13]2[C:12]3[CH2:39][CH2:40][CH2:41][C:11]=3[C:10](=[O:42])[N:9]=[C:8]2[S:7][CH2:6][C:5]2[CH:43]=[CH:44][C:2]([F:1])=[CH:3][CH:4]=2)=[N:19][N:18]=1)[CH2:48][CH3:49])[CH3:46], predict the reactants needed to synthesize it. The reactants are: [F:1][C:2]1[CH:44]=[CH:43][C:5]([CH2:6][S:7][C:8]2[N:13]([CH2:14][C:15]3[N:16]([CH2:22][C:23]4[CH:28]=[CH:27][C:26]([C:29]5[CH:34]=[CH:33][C:32]([C:35]([F:38])([F:37])[F:36])=[CH:31][CH:30]=5)=[CH:25][CH:24]=4)[C:17]([CH:20]=O)=[N:18][N:19]=3)[C:12]3[CH2:39][CH2:40][CH2:41][C:11]=3[C:10](=[O:42])[N:9]=2)=[CH:4][CH:3]=1.[CH2:45]([NH:47][CH2:48][CH3:49])[CH3:46]. (4) Given the product [Br:1][C:2]1[CH:7]=[CH:6][C:5]([S:8][CH2:16][O:17][CH3:18])=[CH:4][CH:3]=1, predict the reactants needed to synthesize it. The reactants are: [Br:1][C:2]1[CH:7]=[CH:6][C:5]([SH:8])=[CH:4][CH:3]=1.C(N(CC)CC)C.[CH3:16][O:17][CH2:18]Cl. (5) The reactants are: [C:1]1([OH:7])[CH:6]=[CH:5][CH:4]=[CH:3][CH:2]=1.Br[C:9]([CH3:16])([CH3:15])[C:10]([O:12][CH2:13][CH3:14])=[O:11].C([O-])([O-])=O.[Cs+].[Cs+]. Given the product [CH3:15][C:9]([O:7][C:1]1[CH:6]=[CH:5][CH:4]=[CH:3][CH:2]=1)([CH3:16])[C:10]([O:12][CH2:13][CH3:14])=[O:11], predict the reactants needed to synthesize it. (6) Given the product [C:23]([C:3]1[N:2]([CH3:1])[C:6]([C:7]2[S:8][C:9]3[N:10]=[CH:11][N:12]=[C:13]([NH2:16])[C:14]=3[N:15]=2)=[C:5]([C:17]2[CH:18]=[CH:19][CH:20]=[CH:21][CH:22]=2)[N:4]=1)#[CH:24], predict the reactants needed to synthesize it. The reactants are: [CH3:1][N:2]1[C:6]([C:7]2[S:8][C:9]3[N:10]=[CH:11][N:12]=[C:13]([NH2:16])[C:14]=3[N:15]=2)=[C:5]([C:17]2[CH:22]=[CH:21][CH:20]=[CH:19][CH:18]=2)[N:4]=[C:3]1[C:23]#[C:24][Si](C)(C)C.O.C(=O)([O-])[O-].[K+].[K+].Cl. (7) Given the product [CH2:68]([N:67]([CH2:70][CH3:71])[C:65](=[O:66])[C:62]1[CH:61]=[CH:60][C:59]([C:49](=[C:46]2[CH2:45][CH2:44][NH:43][CH2:48][CH2:47]2)[C:50]2[CH:58]=[CH:57][CH:56]=[C:52]([C:21]([N:23]3[CH2:26][CH2:27][CH2:25][CH2:24]3)=[O:22])[CH:51]=2)=[CH:64][CH:63]=1)[CH3:69], predict the reactants needed to synthesize it. The reactants are: N(C(C1C=C(C(=C2CCNCC2)C2C=CC([C:21]([N:23]([CH2:26][CH3:27])[CH2:24][CH3:25])=[O:22])=CC=2)C=CC=1)=O)C1C=CC=CC=1.C(OC([N:43]1[CH2:48][CH2:47][C:46](=[C:49]([C:59]2[CH:64]=[CH:63][C:62]([C:65]([N:67]([CH2:70][CH3:71])[CH2:68][CH3:69])=[O:66])=[CH:61][CH:60]=2)[C:50]2[CH:51]=[C:52]([CH:56]=[CH:57][CH:58]=2)C(O)=O)[CH2:45][CH2:44]1)=O)(C)(C)C.N1CCCC1.C(O)(C(F)(F)F)=O. (8) Given the product [C:1]([C:5]1[S:9][C:8]([NH:10][C:11]([NH:13][C:14]2[CH:19]=[C:18]([C:20]3[C:31](=[O:32])[N:30]([CH3:33])[C:23]4[N:24]=[C:25]([NH:37][CH3:36])[N:26]=[CH:27][C:22]=4[CH:21]=3)[C:17]([CH3:34])=[CH:16][C:15]=2[F:35])=[O:12])=[N:7][N:6]=1)([CH3:2])([CH3:3])[CH3:4], predict the reactants needed to synthesize it. The reactants are: [C:1]([C:5]1[S:9][C:8]([NH:10][C:11]([NH:13][C:14]2[CH:19]=[C:18]([C:20]3[C:31](=[O:32])[N:30]([CH3:33])[C:23]4[N:24]=[C:25](SC)[N:26]=[CH:27][C:22]=4[CH:21]=3)[C:17]([CH3:34])=[CH:16][C:15]=2[F:35])=[O:12])=[N:7][N:6]=1)([CH3:4])([CH3:3])[CH3:2].[CH3:36][NH2:37].C1COCC1. (9) Given the product [C:13]([O:12][C:11]([N:10]([CH2:18][C@H:19]([OH:26])[C:20]1[CH:21]=[N:22][CH:23]=[CH:24][CH:25]=1)[CH2:9][CH2:8][C:5]1[CH:6]=[CH:7][C:2]([C:33]2[CH:34]=[CH:35][C:36]([C:37]([O:39][CH3:40])=[O:38])=[C:31]([CH2:27][CH:28]([CH3:30])[CH3:29])[CH:32]=2)=[CH:3][CH:4]=1)=[O:17])([CH3:16])([CH3:15])[CH3:14], predict the reactants needed to synthesize it. The reactants are: Br[C:2]1[CH:7]=[CH:6][C:5]([CH2:8][CH2:9][N:10]([CH2:18][C@H:19]([OH:26])[C:20]2[CH:21]=[N:22][CH:23]=[CH:24][CH:25]=2)[C:11](=[O:17])[O:12][C:13]([CH3:16])([CH3:15])[CH3:14])=[CH:4][CH:3]=1.[CH2:27]([C:31]1[CH:32]=[C:33](B(O)O)[CH:34]=[CH:35][C:36]=1[C:37]([O:39][CH3:40])=[O:38])[CH:28]([CH3:30])[CH3:29].C(=O)([O-])[O-].[Na+].[Na+].